This data is from Catalyst prediction with 721,799 reactions and 888 catalyst types from USPTO. The task is: Predict which catalyst facilitates the given reaction. Reactant: [CH3:1][N:2]([CH:4]=[O:5])[CH3:3].[CH3:6][O:7][C:8]1[N:13]=[C:12]([C:14]2[CH:19]=[CH:18][C:17]([CH:20]([CH3:22])[CH3:21])=[CH:16][CH:15]=2)[C:11]([N:23]2[CH2:29]CC(=O)N[CH2:25][CH2:24]2)=[CH:10][CH:9]=1.[H-].[Na+].IC. Product: [CH3:6][O:7][C:8]1[N:13]=[C:12]([C:14]2[CH:19]=[CH:18][C:17]([CH:20]([CH3:22])[CH3:21])=[CH:16][CH:15]=2)[C:11]([N:23]2[CH2:24][CH2:25][C:4](=[O:5])[N:2]([CH3:3])[CH2:1][CH2:29]2)=[CH:10][CH:9]=1. The catalyst class is: 6.